This data is from Full USPTO retrosynthesis dataset with 1.9M reactions from patents (1976-2016). The task is: Predict the reactants needed to synthesize the given product. (1) The reactants are: [NH:1]1[C:9]2[C:4](=[CH:5][C:6]([C:10]([OH:12])=[O:11])=[CH:7][CH:8]=2)[CH:3]=[CH:2]1.[CH2:13](N(CC)CC)C.CO. Given the product [NH:1]1[C:9]2[C:4](=[CH:5][C:6]([C:10]([O:12][CH3:13])=[O:11])=[CH:7][CH:8]=2)[CH:3]=[CH:2]1, predict the reactants needed to synthesize it. (2) Given the product [C:1]([NH:5][C:6]([NH:8][C:9]1[C:10]([CH3:30])=[C:11]([CH2:28][OH:29])[C:12]2[O:16][CH2:15][C@H:14]([C:17]3[CH:18]=[CH:19][C:20]([CH:23]([CH3:25])[CH3:24])=[CH:21][CH:22]=3)[C:13]=2[C:26]=1[CH3:27])=[O:7])([CH3:3])([CH3:2])[CH3:4], predict the reactants needed to synthesize it. The reactants are: [C:1]([NH:5][C:6]([NH:8][C:9]1[C:10]([CH3:30])=[C:11]([CH:28]=[O:29])[C:12]2[O:16][CH2:15][C@H:14]([C:17]3[CH:22]=[CH:21][C:20]([CH:23]([CH3:25])[CH3:24])=[CH:19][CH:18]=3)[C:13]=2[C:26]=1[CH3:27])=[O:7])([CH3:4])([CH3:3])[CH3:2].C(OCC)(=O)C.CCCCCC. (3) The reactants are: [NH2:1][C:2]1[S:3][CH:4]=[CH:5][N:6]=1.[CH:7]1([N+:13]#[C-:14])[CH2:12][CH2:11][CH2:10][CH2:9][CH2:8]1.[N:15]1[CH:20]=[CH:19][CH:18]=[CH:17][C:16]=1[CH:21]=O. Given the product [CH:7]1([NH:13][C:14]2[N:6]3[C:2]([S:3][CH:4]=[CH:5]3)=[N:1][C:21]=2[C:16]2[CH:17]=[CH:18][CH:19]=[CH:20][N:15]=2)[CH2:12][CH2:11][CH2:10][CH2:9][CH2:8]1, predict the reactants needed to synthesize it. (4) Given the product [ClH:25].[CH3:7][C:8]1([CH3:16])[CH2:13][CH2:12][CH2:11][NH:10][CH2:9]1, predict the reactants needed to synthesize it. The reactants are: [H-].[Al+3].[Li+].[H-].[H-].[H-].[CH3:7][C:8]1([CH3:16])[CH2:13][CH2:12][C:11](=O)[NH:10][C:9]1=O.[OH-].[Na+].S([O-])([O-])(=O)=O.[Mg+2].[ClH:25].C(OCC)C. (5) The reactants are: [CH2:1]([NH:3][C:4]([NH:6][C:7]1[S:8][C:9]2[CH:46]=[CH:45][CH:44]=[CH:43][C:10]=2[C:11]=1[C:12]([N:14]1[CH2:19][CH2:18][CH:17]([N:20]2[CH2:32][C:24]3([C:28](=[O:29])[O:27][C:26]([CH3:31])([CH3:30])[CH2:25]3)[N:23](C(OCC3C=CC=CC=3)=O)[CH2:22][CH2:21]2)[CH2:16][CH2:15]1)=[O:13])=[O:5])[CH3:2]. Given the product [CH3:31][C:26]1([CH3:30])[CH2:25][C:24]2([CH2:32][N:20]([CH:17]3[CH2:16][CH2:15][N:14]([C:12]([C:11]4[C:10]5[CH:43]=[CH:44][CH:45]=[CH:46][C:9]=5[S:8][C:7]=4[NH:6][C:4]([NH:3][CH2:1][CH3:2])=[O:5])=[O:13])[CH2:19][CH2:18]3)[CH2:21][CH2:22][NH:23]2)[C:28](=[O:29])[O:27]1, predict the reactants needed to synthesize it.